From a dataset of Catalyst prediction with 721,799 reactions and 888 catalyst types from USPTO. Predict which catalyst facilitates the given reaction. (1) Reactant: [CH3:1][O:2][C:3](=[O:14])[C:4]1[CH:9]=[C:8]([O:10][CH2:11][CH3:12])[CH:7]=[C:6]([NH2:13])[CH:5]=1.CCN(CC)CC.[Cl:22][CH2:23][CH2:24][CH2:25][C:26](Cl)=[O:27]. Product: [CH3:1][O:2][C:3](=[O:14])[C:4]1[CH:9]=[C:8]([O:10][CH2:11][CH3:12])[CH:7]=[C:6]([NH:13][C:26](=[O:27])[CH2:25][CH2:24][CH2:23][Cl:22])[CH:5]=1. The catalyst class is: 2. (2) Reactant: Cl[C:2]1[CH:7]=[C:6]([C:8]2[CH:13]=[CH:12][C:11]([C:14]([F:17])([F:16])[F:15])=[CH:10][CH:9]=2)[N:5]=[CH:4][N:3]=1.[CH3:18][C:19]1[CH:20]=[N:21][C:22]2[CH:23]=[CH:24][CH:25]=[C:26]([OH:29])[C:27]=2[N:28]=1.[H-].[Na+]. Product: [CH3:18][C:19]1[CH:20]=[N:21][C:22]2[C:27](=[C:26]([O:29][C:2]3[CH:7]=[C:6]([C:8]4[CH:13]=[CH:12][C:11]([C:14]([F:17])([F:16])[F:15])=[CH:10][CH:9]=4)[N:5]=[CH:4][N:3]=3)[CH:25]=[CH:24][CH:23]=2)[N:28]=1. The catalyst class is: 3. (3) Reactant: C([NH:4][C:5]1[CH:13]=[CH:12][C:8]([C:9]([OH:11])=[O:10])=[C:7]([CH3:14])[CH:6]=1)(=O)C.OS(O)(=O)=O.C([O-])(O)=O.[Na+]. Product: [NH2:4][C:5]1[CH:13]=[CH:12][C:8]([C:9]([OH:11])=[O:10])=[C:7]([CH3:14])[CH:6]=1. The catalyst class is: 5. (4) Reactant: C(N(C(C)C)CC)(C)C.[Cl:10][C:11]1[N:16]=[C:15](Cl)[C:14]2[CH2:18][CH2:19][CH2:20][C:13]=2[N:12]=1.[CH3:21][O:22][C:23]([C:25]1([C:29]2[CH:34]=[CH:33][C:32]([NH2:35])=[CH:31][CH:30]=2)[CH2:28][CH2:27][CH2:26]1)=[O:24]. Product: [CH3:21][O:22][C:23]([C:25]1([C:29]2[CH:30]=[CH:31][C:32]([NH:35][C:15]3[C:14]4[CH2:18][CH2:19][CH2:20][C:13]=4[N:12]=[C:11]([Cl:10])[N:16]=3)=[CH:33][CH:34]=2)[CH2:26][CH2:27][CH2:28]1)=[O:24]. The catalyst class is: 8.